This data is from Forward reaction prediction with 1.9M reactions from USPTO patents (1976-2016). The task is: Predict the product of the given reaction. Given the reactants [F:1][C:2]([F:26])([F:25])[C:3]1[CH:4]=[C:5]([CH:22]=[CH:23][CH:24]=1)[CH2:6][NH:7][C:8]1[CH:13]=[C:12]([C:14]2[CH:19]=[C:18]([Cl:20])[CH:17]=[CH:16][C:15]=2[NH2:21])[N:11]=[CH:10][N:9]=1.CCN=C=NCCCN(C)C.Cl.[CH3:39][O:40][C:41]([C:43]1[CH:44]=[C:45]([CH:49]=[CH:50][CH:51]=1)[C:46](O)=[O:47])=[O:42], predict the reaction product. The product is: [F:26][C:2]([F:25])([F:1])[C:3]1[CH:4]=[C:5]([CH:22]=[CH:23][CH:24]=1)[CH2:6][NH:7][C:8]1[N:9]=[CH:10][N:11]=[C:12]([C:14]2[CH:19]=[C:18]([Cl:20])[CH:17]=[CH:16][C:15]=2[NH:21][C:46]([C:45]2[CH:44]=[C:43]([CH:51]=[CH:50][CH:49]=2)[C:41]([O:40][CH3:39])=[O:42])=[O:47])[CH:13]=1.